Predict the reaction yield, written as a fraction of the theoretical maximum amount of product (1.0 means a 100% yield; for example, 0.34 means a 34% yield). From a dataset of Reaction yield outcomes from USPTO patents with 853,638 reactions. (1) The reactants are [Cl:1][C:2]1[CH:3]=[C:4]([CH2:19][CH2:20][C:21]([O:23][CH3:24])=[O:22])[CH:5]=[C:6]([Cl:18])[C:7]=1[O:8][C:9]1[CH:14]=[CH:13][C:12]([N+:15]([O-])=O)=[CH:11][CH:10]=1.[Sn](Cl)Cl. The catalyst is C(O)C.O. The product is [NH2:15][C:12]1[CH:11]=[CH:10][C:9]([O:8][C:7]2[C:6]([Cl:18])=[CH:5][C:4]([CH2:19][CH2:20][C:21]([O:23][CH3:24])=[O:22])=[CH:3][C:2]=2[Cl:1])=[CH:14][CH:13]=1. The yield is 0.350. (2) The reactants are [F:1][C:2]([F:7])([F:6])[C:3]([OH:5])=[O:4].C([NH:12][C:13]([NH:15][CH2:16][C:17]1[C:18]([C:22](=[N:32][OH:33])[NH:23][C:24]2[CH:29]=[CH:28][C:27]([F:30])=[C:26]([Cl:31])[CH:25]=2)=[N:19][O:20][N:21]=1)=[O:14])(C)(C)C. The catalyst is C(O)(C(F)(F)F)=O. The product is [F:1][C:2]([F:7])([F:6])[C:3]([OH:5])=[O:4].[NH2:12][C:13]([NH:15][CH2:16][C:17]1[C:18]([C:22](=[N:32][OH:33])[NH:23][C:24]2[CH:29]=[CH:28][C:27]([F:30])=[C:26]([Cl:31])[CH:25]=2)=[N:19][O:20][N:21]=1)=[O:14]. The yield is 0.700. (3) The reactants are C(Cl)(=O)C(Cl)=O.CS(C)=O.[CH2:11]([C:18]1[C:23](=[O:24])[N:22]2[CH:25]=[CH:26][CH:27]=[CH:28][C:21]2=[N:20][C:19]=1[CH2:29][OH:30])[C:12]1[CH:17]=[CH:16][CH:15]=[CH:14][CH:13]=1.C(N(CC)CC)C. The catalyst is ClCCl.C(OCC)(=O)C.O. The product is [CH2:11]([C:18]1[C:23](=[O:24])[N:22]2[CH:25]=[CH:26][CH:27]=[CH:28][C:21]2=[N:20][C:19]=1[CH:29]=[O:30])[C:12]1[CH:17]=[CH:16][CH:15]=[CH:14][CH:13]=1. The yield is 0.670. (4) The reactants are C([Mg]Cl)(C)C.[Li]Cl.Br[C:9]1[C:10]([Cl:33])=[C:11]2[C:17]([C:18]3[CH:23]=[CH:22][CH:21]=[CH:20][C:19]=3[F:24])=[CH:16][N:15]([CH2:25][O:26][CH2:27][CH2:28][Si:29]([CH3:32])([CH3:31])[CH3:30])[C:12]2=[N:13][CH:14]=1.[B:34]([O:43][CH:44]([CH3:46])[CH3:45])([O:39][CH:40]([CH3:42])[CH3:41])OC(C)C.OC(C(O)(C)C)(C)C. The catalyst is C1COCC1. The yield is 0.630. The product is [Cl:33][C:10]1[C:9]([B:34]2[O:39][C:40]([CH3:41])([CH3:42])[C:44]([CH3:45])([CH3:46])[O:43]2)=[CH:14][N:13]=[C:12]2[N:15]([CH2:25][O:26][CH2:27][CH2:28][Si:29]([CH3:32])([CH3:31])[CH3:30])[CH:16]=[C:17]([C:18]3[CH:23]=[CH:22][CH:21]=[CH:20][C:19]=3[F:24])[C:11]=12. (5) The reactants are C([O:3][C:4]([C@H:6]1[CH2:11][CH2:10][C@H:9]([O:12][C:13]2[N:14]=[N:15][CH:16]=[CH:17][CH:18]=2)[CH2:8][CH2:7]1)=[O:5])C.[OH-].[Na+]. The catalyst is O1CCOCC1. The product is [N:15]1[CH:16]=[CH:17][CH:18]=[C:13]([O:12][C@H:9]2[CH2:8][CH2:7][C@H:6]([C:4]([OH:5])=[O:3])[CH2:11][CH2:10]2)[N:14]=1. The yield is 0.860.